Dataset: Peptide-MHC class I binding affinity with 185,985 pairs from IEDB/IMGT. Task: Regression. Given a peptide amino acid sequence and an MHC pseudo amino acid sequence, predict their binding affinity value. This is MHC class I binding data. (1) The peptide sequence is KYRYLCLI. The MHC is Mamu-B52 with pseudo-sequence Mamu-B52. The binding affinity (normalized) is 0.380. (2) The peptide sequence is SFYEYIQL. The MHC is H-2-Db with pseudo-sequence H-2-Db. The binding affinity (normalized) is 0.0156.